From a dataset of Catalyst prediction with 721,799 reactions and 888 catalyst types from USPTO. Predict which catalyst facilitates the given reaction. (1) Reactant: Cl[C:2]1[N:3]=[C:4]([O:21][CH:22]2[CH2:25][CH:24]([NH:26][C:27](=[O:33])[O:28][C:29]([CH3:32])([CH3:31])[CH3:30])[CH2:23]2)[C:5]2[C:10]([C:11]#[N:12])=[CH:9][N:8]([CH2:13][O:14][CH2:15][CH2:16][Si:17]([CH3:20])([CH3:19])[CH3:18])[C:6]=2[N:7]=1.[CH3:34][N:35]1[CH:39]=[C:38]([NH2:40])[CH:37]=[N:36]1.C([O-])([O-])=O.[Cs+].[Cs+].CC1(C)C2C(=C(P(C3C=CC=CC=3)C3C=CC=CC=3)C=CC=2)OC2C(P(C3C=CC=CC=3)C3C=CC=CC=3)=CC=CC1=2. Product: [C:11]([C:10]1[C:5]2[C:4]([O:21][CH:22]3[CH2:25][CH:24]([NH:26][C:27](=[O:33])[O:28][C:29]([CH3:32])([CH3:31])[CH3:30])[CH2:23]3)=[N:3][C:2]([NH:40][C:38]3[CH:37]=[N:36][N:35]([CH3:34])[CH:39]=3)=[N:7][C:6]=2[N:8]([CH2:13][O:14][CH2:15][CH2:16][Si:17]([CH3:20])([CH3:19])[CH3:18])[CH:9]=1)#[N:12]. The catalyst class is: 102. (2) Reactant: [CH2:1]1[CH2:12][C:11]2[C:6](=[CH:7][CH:8]=[CH:9][CH:10]=2)[C:4](=[O:5])[CH2:3][CH2:2]1.[C:13](=O)([O:16]C)[O:14][CH3:15].[H-].[Na+].Cl. Product: [O:5]=[C:4]1[C:6]2[CH:7]=[CH:8][CH:9]=[CH:10][C:11]=2[CH2:12][CH2:1][CH2:2][CH:3]1[C:13]([O:14][CH3:15])=[O:16]. The catalyst class is: 5.